The task is: Predict the product of the given reaction.. This data is from Forward reaction prediction with 1.9M reactions from USPTO patents (1976-2016). (1) The product is: [CH2:30]([N:37]([C@@H:38]([CH3:48])[CH2:39][O:40][CH2:41][C:42]1[CH:47]=[CH:46][CH:45]=[CH:44][CH:43]=1)[C:21](=[O:22])[C:20]1[CH:24]=[CH:25][C:17]([C:8]2[C:7]3[CH:26]=[C:27]([O:28][CH3:29])[C:4]([O:3][CH2:1][CH3:2])=[CH:5][C:6]=3[C@@H:15]3[C@@H:10]([CH2:11][CH2:12][N:13]([CH3:16])[CH2:14]3)[N:9]=2)=[CH:18][CH:19]=1)[C:31]1[CH:32]=[CH:33][CH:34]=[CH:35][CH:36]=1. Given the reactants [CH2:1]([O:3][C:4]1[C:27]([O:28][CH3:29])=[CH:26][C:7]2[C:8]([C:17]3[CH:25]=[CH:24][C:20]([C:21](O)=[O:22])=[CH:19][CH:18]=3)=[N:9][C@H:10]3[C@@H:15]([C:6]=2[CH:5]=1)[CH2:14][N:13]([CH3:16])[CH2:12][CH2:11]3)[CH3:2].[CH2:30]([NH:37][C@@H:38]([CH3:48])[CH2:39][O:40][CH2:41][C:42]1[CH:47]=[CH:46][CH:45]=[CH:44][CH:43]=1)[C:31]1[CH:36]=[CH:35][CH:34]=[CH:33][CH:32]=1, predict the reaction product. (2) Given the reactants [F:1][C:2]1[CH:7]=[C:6]([S:8]([CH3:11])(=[O:10])=[O:9])[CH:5]=[CH:4][C:3]=1[OH:12].[CH:13]([O:16][C:17]([N:19]1[CH2:24][CH2:23][CH:22]([O:25][C:26]2[C:31]([CH3:32])=[C:30](Cl)[N:29]=[CH:28][N:27]=2)[CH2:21][CH2:20]1)=[O:18])([CH3:15])[CH3:14].[I-].[K+].C(=O)([O-])[O-].[K+].[K+], predict the reaction product. The product is: [CH:13]([O:16][C:17]([N:19]1[CH2:24][CH2:23][CH:22]([O:25][C:26]2[C:31]([CH3:32])=[C:30]([O:12][C:3]3[CH:4]=[CH:5][C:6]([S:8]([CH3:11])(=[O:9])=[O:10])=[CH:7][C:2]=3[F:1])[N:29]=[CH:28][N:27]=2)[CH2:21][CH2:20]1)=[O:18])([CH3:15])[CH3:14]. (3) Given the reactants [Cl:1][C:2]1[CH:14]=[CH:13][CH:12]=[CH:11][C:3]=1[CH2:4][C:5]1[S:9][C:8]([NH2:10])=[N:7][CH:6]=1.[C:15]1([CH:21]([C:25]2[CH:30]=[CH:29][CH:28]=[CH:27][CH:26]=2)[C:22](O)=[O:23])[CH:20]=[CH:19][CH:18]=[CH:17][CH:16]=1.C(N(CC)CC)C.F[P-](F)(F)(F)(F)F.N1(OC(N(C)C)=[N+](C)C)C2N=CC=CC=2N=N1, predict the reaction product. The product is: [Cl:1][C:2]1[CH:14]=[CH:13][CH:12]=[CH:11][C:3]=1[CH2:4][C:5]1[S:9][C:8]([NH:10][C:22](=[O:23])[CH:21]([C:15]2[CH:20]=[CH:19][CH:18]=[CH:17][CH:16]=2)[C:25]2[CH:30]=[CH:29][CH:28]=[CH:27][CH:26]=2)=[N:7][CH:6]=1. (4) Given the reactants Cl[C:2]1[CH:3]=[CH:4][N:5]=[C:6]2[C:11]=1[N:10]=[CH:9][C:8]([N:12]=C(C1C=CC=CC=1)C1C=CC=CC=1)=[CH:7]2.Cl.C(=O)(O)[O-:28].[Na+], predict the reaction product. The product is: [NH2:12][C:8]1[CH:7]=[C:6]2[C:11]([C:2]([OH:28])=[CH:3][CH:4]=[N:5]2)=[N:10][CH:9]=1.